From a dataset of NCI-60 drug combinations with 297,098 pairs across 59 cell lines. Regression. Given two drug SMILES strings and cell line genomic features, predict the synergy score measuring deviation from expected non-interaction effect. (1) Drug 1: CC1CCC2CC(C(=CC=CC=CC(CC(C(=O)C(C(C(=CC(C(=O)CC(OC(=O)C3CCCCN3C(=O)C(=O)C1(O2)O)C(C)CC4CCC(C(C4)OC)OCCO)C)C)O)OC)C)C)C)OC. Drug 2: C1CN(CCN1C(=O)CCBr)C(=O)CCBr. Cell line: NCI-H522. Synergy scores: CSS=43.5, Synergy_ZIP=-9.98, Synergy_Bliss=-1.64, Synergy_Loewe=4.41, Synergy_HSA=6.05. (2) Drug 1: CS(=O)(=O)C1=CC(=C(C=C1)C(=O)NC2=CC(=C(C=C2)Cl)C3=CC=CC=N3)Cl. Drug 2: C(CCl)NC(=O)N(CCCl)N=O. Cell line: CAKI-1. Synergy scores: CSS=-7.52, Synergy_ZIP=-0.992, Synergy_Bliss=-8.02, Synergy_Loewe=-8.16, Synergy_HSA=-8.44. (3) Drug 1: C1CC2CC3=C(CC1C24CN(S(=O)(=O)N4)CC(F)(F)F)C=CC(=C3)C=CCN5CCC(CC5)C(F)(F)F. Drug 2: CC1OCC2C(O1)C(C(C(O2)OC3C4COC(=O)C4C(C5=CC6=C(C=C35)OCO6)C7=CC(=C(C(=C7)OC)O)OC)O)O. Cell line: T-47D. Synergy scores: CSS=41.0, Synergy_ZIP=-1.05, Synergy_Bliss=1.33, Synergy_Loewe=3.93, Synergy_HSA=6.61. (4) Drug 1: CC1OCC2C(O1)C(C(C(O2)OC3C4COC(=O)C4C(C5=CC6=C(C=C35)OCO6)C7=CC(=C(C(=C7)OC)O)OC)O)O. Drug 2: CC1=CC2C(CCC3(C2CCC3(C(=O)C)OC(=O)C)C)C4(C1=CC(=O)CC4)C. Cell line: U251. Synergy scores: CSS=59.0, Synergy_ZIP=8.67, Synergy_Bliss=7.41, Synergy_Loewe=-28.0, Synergy_HSA=8.35.